From a dataset of Retrosynthesis with 50K atom-mapped reactions and 10 reaction types from USPTO. Predict the reactants needed to synthesize the given product. (1) Given the product Cc1nn(-c2ccccn2)c(C)c1C=O, predict the reactants needed to synthesize it. The reactants are: Cc1nn(-c2ccccn2)c(C)c1CO. (2) Given the product CNC(=O)c1c(-c2ccc(F)cc2)oc2cc(-c3c(C)noc3C)c3c(c12)CC(C)O3, predict the reactants needed to synthesize it. The reactants are: CNC(=O)c1c(-c2ccc(F)cc2)oc2cc(Br)c3c(c12)CC(C)O3.Cc1noc(C)c1B(O)O. (3) Given the product CN(CC(O)c1ccc(C=O)cc1)C(=O)OC(C)(C)C, predict the reactants needed to synthesize it. The reactants are: CN(C)C=O.CN(CC(O)c1ccc(Br)cc1)C(=O)OC(C)(C)C.C[Mg+]. (4) Given the product O=C(O)[C@H](CCc1ccccc1)NS(=O)(=O)c1ccc2c(c1)Sc1ccccc1O2, predict the reactants needed to synthesize it. The reactants are: N[C@@H](CCc1ccccc1)C(=O)O.O=S(=O)(Cl)c1ccc2c(c1)Sc1ccccc1O2.